From a dataset of Forward reaction prediction with 1.9M reactions from USPTO patents (1976-2016). Predict the product of the given reaction. Given the reactants [NH2:1][CH2:2][CH:3]1[NH:7][C:6](=[O:8])[CH2:5][CH2:4]1.[I:9][C:10]1[CH:11]=[C:12]2[C:17](=[CH:18][CH:19]=1)[C:16](=[O:20])[NH:15][C:14](=[O:21])[C:13]2=[CH:22]OC, predict the reaction product. The product is: [I:9][C:10]1[CH:11]=[C:12]2[C:17](=[CH:18][CH:19]=1)[C:16](=[O:20])[NH:15][C:14](=[O:21])[C:13]2=[CH:22][NH:1][CH2:2][CH:3]1[CH2:4][CH2:5][C:6](=[O:8])[NH:7]1.